The task is: Predict the reaction yield, written as a fraction of the theoretical maximum amount of product (1.0 means a 100% yield; for example, 0.34 means a 34% yield).. This data is from Reaction yield outcomes from USPTO patents with 853,638 reactions. The reactants are [CH2:1]1[C:10]2[C:5](=[C:6]([O:11][CH2:12][C:13]([O:15][CH2:16][CH3:17])=[O:14])[CH:7]=[CH:8][CH:9]=2)[CH2:4][CH2:3][NH:2]1.CCN(CC)CC.[CH3:25][S:26](Cl)(=[O:28])=[O:27]. The catalyst is C(Cl)Cl. The product is [CH3:25][S:26]([N:2]1[CH2:3][CH2:4][C:5]2[C:10](=[CH:9][CH:8]=[CH:7][C:6]=2[O:11][CH2:12][C:13]([O:15][CH2:16][CH3:17])=[O:14])[CH2:1]1)(=[O:28])=[O:27]. The yield is 0.780.